Dataset: NCI-60 drug combinations with 297,098 pairs across 59 cell lines. Task: Regression. Given two drug SMILES strings and cell line genomic features, predict the synergy score measuring deviation from expected non-interaction effect. Drug 1: C1C(C(OC1N2C=NC(=NC2=O)N)CO)O. Drug 2: N.N.Cl[Pt+2]Cl. Cell line: SK-MEL-2. Synergy scores: CSS=56.7, Synergy_ZIP=7.39, Synergy_Bliss=12.1, Synergy_Loewe=9.42, Synergy_HSA=10.3.